From a dataset of Full USPTO retrosynthesis dataset with 1.9M reactions from patents (1976-2016). Predict the reactants needed to synthesize the given product. (1) The reactants are: [CH3:1][C:2]1[C:7]([C:8]2[CH:9]=[C:10]([CH2:14]O)[CH:11]=[CH:12][CH:13]=2)=[C:6]([CH3:16])[CH:5]=[C:4]([O:17][CH2:18][CH2:19][CH2:20][S:21]([CH3:24])(=[O:23])=[O:22])[N:3]=1.C(Br)(Br)(Br)[Br:26].C1(P(C2C=CC=CC=2)C2C=CC=CC=2)C=CC=CC=1. Given the product [Br:26][CH2:14][C:10]1[CH:9]=[C:8]([C:7]2[C:2]([CH3:1])=[N:3][C:4]([O:17][CH2:18][CH2:19][CH2:20][S:21]([CH3:24])(=[O:23])=[O:22])=[CH:5][C:6]=2[CH3:16])[CH:13]=[CH:12][CH:11]=1, predict the reactants needed to synthesize it. (2) Given the product [CH3:24][O:23][C:21](=[O:22])[C:18]1[CH:17]=[CH:16][C:15]([O:14][CH:11]2[CH2:12][CH2:13][NH:8][CH2:9][CH2:10]2)=[CH:20][CH:19]=1, predict the reactants needed to synthesize it. The reactants are: C(OC([N:8]1[CH2:13][CH2:12][CH:11]([O:14][C:15]2[CH:20]=[CH:19][C:18]([C:21]([O:23][CH3:24])=[O:22])=[CH:17][CH:16]=2)[CH2:10][CH2:9]1)=O)(C)(C)C.C(O)(C(F)(F)F)=O. (3) Given the product [Cl:1][C:2]1[CH:3]=[C:4]([CH:20]=[CH:21][C:22]=1[C:23]([N:25]1[CH2:29][CH2:28][CH2:27][CH:26]1[CH2:30][CH2:31][C:32]([NH:36][CH3:35])=[O:33])=[O:24])[C:5]([NH:7][C@H:8]([C:10]1[NH:14][C:13]2[CH:15]=[CH:16][C:17]([Cl:19])=[CH:18][C:12]=2[N:11]=1)[CH3:9])=[O:6], predict the reactants needed to synthesize it. The reactants are: [Cl:1][C:2]1[CH:3]=[C:4]([CH:20]=[CH:21][C:22]=1[C:23]([N:25]1[CH2:29][CH2:28][CH2:27][CH:26]1[CH2:30][CH2:31][C:32](O)=[O:33])=[O:24])[C:5]([NH:7][C@H:8]([C:10]1[NH:14][C:13]2[CH:15]=[CH:16][C:17]([Cl:19])=[CH:18][C:12]=2[N:11]=1)[CH3:9])=[O:6].[CH3:35][N:36](C(ON1N=NC2C=CC=CC1=2)=[N+](C)C)C.[B-](F)(F)(F)F.C(N(C(C)C)CC)(C)C.CN.ClCl. (4) Given the product [Br:1][C:2]1[C:3]([N:12]2[CH2:17][CH2:16][N:15]([CH2:18][C:19]3[CH:24]=[CH:23][C:22]([Cl:25])=[CH:21][CH:20]=3)[CH2:14][CH2:13]2)=[C:4]2[N:9]=[C:32]([C:31]3[CH:34]=[CH:35][C:28]([N:27]([CH3:36])[CH3:26])=[CH:29][CH:30]=3)[NH:8][C:5]2=[N:6][CH:7]=1, predict the reactants needed to synthesize it. The reactants are: [Br:1][C:2]1[C:3]([N:12]2[CH2:17][CH2:16][N:15]([CH2:18][C:19]3[CH:24]=[CH:23][C:22]([Cl:25])=[CH:21][CH:20]=3)[CH2:14][CH2:13]2)=[C:4]([N+:9]([O-])=O)[C:5]([NH2:8])=[N:6][CH:7]=1.[CH3:26][N:27]([CH3:36])[C:28]1[CH:35]=[CH:34][C:31]([CH:32]=O)=[CH:30][CH:29]=1.[O-]S(S([O-])=O)=O.[Na+].[Na+].